Regression. Given two drug SMILES strings and cell line genomic features, predict the synergy score measuring deviation from expected non-interaction effect. From a dataset of NCI-60 drug combinations with 297,098 pairs across 59 cell lines. (1) Drug 1: C1=NC2=C(N1)C(=S)N=C(N2)N. Drug 2: CCN(CC)CCNC(=O)C1=C(NC(=C1C)C=C2C3=C(C=CC(=C3)F)NC2=O)C. Cell line: SK-MEL-5. Synergy scores: CSS=33.5, Synergy_ZIP=3.35, Synergy_Bliss=4.00, Synergy_Loewe=-6.02, Synergy_HSA=-1.97. (2) Drug 1: C1=CC(=CC=C1CCC2=CNC3=C2C(=O)NC(=N3)N)C(=O)NC(CCC(=O)O)C(=O)O. Drug 2: CC1=C(C(=CC=C1)Cl)NC(=O)C2=CN=C(S2)NC3=CC(=NC(=N3)C)N4CCN(CC4)CCO. Cell line: MDA-MB-231. Synergy scores: CSS=17.7, Synergy_ZIP=-6.63, Synergy_Bliss=1.39, Synergy_Loewe=-5.17, Synergy_HSA=3.01. (3) Drug 1: CS(=O)(=O)C1=CC(=C(C=C1)C(=O)NC2=CC(=C(C=C2)Cl)C3=CC=CC=N3)Cl. Drug 2: COC1=NC(=NC2=C1N=CN2C3C(C(C(O3)CO)O)O)N. Cell line: T-47D. Synergy scores: CSS=5.16, Synergy_ZIP=-1.94, Synergy_Bliss=0.731, Synergy_Loewe=-7.75, Synergy_HSA=-1.24. (4) Drug 1: C1=NC2=C(N=C(N=C2N1C3C(C(C(O3)CO)O)F)Cl)N. Drug 2: CC1=C(N=C(N=C1N)C(CC(=O)N)NCC(C(=O)N)N)C(=O)NC(C(C2=CN=CN2)OC3C(C(C(C(O3)CO)O)O)OC4C(C(C(C(O4)CO)O)OC(=O)N)O)C(=O)NC(C)C(C(C)C(=O)NC(C(C)O)C(=O)NCCC5=NC(=CS5)C6=NC(=CS6)C(=O)NCCC[S+](C)C)O. Cell line: CCRF-CEM. Synergy scores: CSS=66.7, Synergy_ZIP=-3.42, Synergy_Bliss=-4.60, Synergy_Loewe=-23.4, Synergy_HSA=-4.87. (5) Drug 1: C#CCC(CC1=CN=C2C(=N1)C(=NC(=N2)N)N)C3=CC=C(C=C3)C(=O)NC(CCC(=O)O)C(=O)O. Drug 2: CN(C(=O)NC(C=O)C(C(C(CO)O)O)O)N=O. Cell line: NCI-H226. Synergy scores: CSS=-10.3, Synergy_ZIP=4.07, Synergy_Bliss=3.14, Synergy_Loewe=-7.61, Synergy_HSA=-5.26.